Dataset: Experimentally validated miRNA-target interactions with 360,000+ pairs, plus equal number of negative samples. Task: Binary Classification. Given a miRNA mature sequence and a target amino acid sequence, predict their likelihood of interaction. (1) The miRNA is mmu-miR-666-3p with sequence GGCUGCAGCGUGAUCGCCUGCU. The protein sequence of the target gene is MAAPWRRWPTGLLAVLRPLLTCRPLQGTTLQRDVLLFEHDRGRFFTILGLFCAGQGVFWASMAVAAVSRPPVPVQPLDAEVPNRGPFDLRSALWRYGLAVGCGAIGALVLGAGLLFSLRSVRSVVLRAGGQQVTLTTHAPFGLGAHFTVPLKQVSCMAHRGEVPAMLPLKVKGRRFYFLLDKTGHFPNTKLFDNTVGAYRSL. Result: 0 (no interaction). (2) The miRNA is hsa-miR-924 with sequence AGAGUCUUGUGAUGUCUUGC. Result: 0 (no interaction). The protein sequence of the target gene is MLSRICGNGIRLTRTRLQFQPSIVTFRDYSNPAPKRGFLNNLIDNVRDEMQKNKELQEHQQQLKARMQELNESDALKDARKKFEIVEKETLKSSEVVKQKIEELSDHMKKMVHEIQKTEAGKKMTEAGAEALKQARKAAEHVEKVAEKVGDTEVYKHVSTSMKTVKDEIDNIADVRMYSRPEALTKRTDGFDLEKERVVEANDSATDVTLHKDSKWYSGWKNFSESNTYYHKLLDWKIKYDESDNMAVRMMRGVTEKIGSVFSGQNEVSEVLTEIHKIDANFDKQEWLRFCETKIIPNIL.... (3) The miRNA is hsa-miR-4785 with sequence AGAGUCGGCGACGCCGCCAGC. The protein sequence of the target gene is MAPSTVAVELLSPKEKNRLRKPVVEKMRRDRINSSIEQLKLLLEQEFARHQPNSKLEKADILEMAVSYLKHSKAFVAAAGPKSLHQDYSEGYSWCLQEAVQFLTLHAASDTQMKLLYHFQRPPAAPAAPAKEPKAPGAAPPPALSAKATAAAAAAHQPACGLWRPW. Result: 0 (no interaction). (4) The miRNA is hsa-miR-431-3p with sequence CAGGUCGUCUUGCAGGGCUUCU. The protein sequence of the target gene is MVLDSVARIVKVQLPAYLKQLPVPDSITGFARLTVSDWLRLLPFLGVLALLGYLAVRPFFPKKKQQKDSLINLKIQKENPKVVNEINIEDLCLTKAAYCRCWRSKTFPACDGSHNKHNELTGDNVGPLILKKKEV. Result: 0 (no interaction). (5) The miRNA is rno-miR-150-5p with sequence UCUCCCAACCCUUGUACCAGUG. The protein sequence of the target gene is MKPPAAQGSPAAAAAAAPALDSAAAEDLSDALCEFDAVLADFASPFHERHFHYEEHLERMKRRSSASVSDSSGFSDSESADSLYRNSFSFSDEKLNSPTDSTPALLSATVTPQKAKLGDTKELEAFIADLDKTLASM. Result: 0 (no interaction). (6) The miRNA is cel-miR-239b-5p with sequence UUUGUACUACACAAAAGUACUG. The protein sequence of the target gene is MGKMAAAVGSVATLATEPGEDAFRKLFRFYRQSRPGTADLEGVIDFSAAHAARGKGPGAQKVIKSQLNVSSVSEQNAYRAGLQPVSKWQAYGLKGYPGFIFIPNPFLPGYQWHWVKQCLKLYSQKPNVCNLDKHMSKEETQDLWEQSKEFLRYKEATKRRPRSLLEKLRWVTVGYHYNWDSKKYSADHYTPFPSDLGFLSEQVAAACGFEDFRAEAGILNYYRLDSTLGIHVDRSELDHSKPLLSFSFGQSAIFLLGGLQRDEAPTAMFMHSGDIMIMSGFSRLLNHAVPRVLPNPEGEG.... Result: 0 (no interaction). (7) The miRNA is hsa-miR-3135b with sequence GGCUGGAGCGAGUGCAGUGGUG. The protein sequence of the target gene is MPEPRGSSQLRVNAAFAARYNRYREREELQRLKDRYGDRDSSSDSSSESDSSDERVEFDPQQERDFYKTLSLLKKKDPRIYQKDATFYNRTASSSDSEEDPEALEKQKKVRPMYLKDYERKVILEKAGKYVDEENSDGETSNHRLQETSSQSYVEEQKQLKESFRAFVEDSEDEDGAGEGGSSLLQKRAKTRQEKAQEEADYIEWLKGQKEIRNPDSLKELTHLKEYWNDPELDEGERFLRDYILNKRYEEEEEEEEDEEEMEEEEGVHGPPVQLAVDDSSDEGELFLKKQEDFEQKYNF.... Result: 1 (interaction). (8) The miRNA is hsa-miR-6848-3p with sequence GUGGUCUCUUGGCCCCCAG. The protein sequence of the target gene is MAVDVTEYHLSVIKSPPGWEVGVYAAGALALLGIAAVSLWKLWTSGSFPSPSPFPNYDYRYLQQKYGEAYVEAKLKRVPPWNDQRTTTRGPPSRKGSLSIEDTFESISELGPLELMGRELDLAPYGTLRKSQSADSLNSISSVSNTFGQDFTLGQVEVSMDYDGASHTLHVAVLQGKDLLEREEATFESCFMRVSLLPDEQIVGISRIQRNAYSIFFDEKFSVPLDPTALEEKSLRFSVFGIDEDERNVSTGVVELKLSVLDLPLQPFSGWLYLQDQNKAADAVGEILLSLSYLPTAERL.... Result: 0 (no interaction). (9) The miRNA is mmu-miR-148a-3p with sequence UCAGUGCACUACAGAACUUUGU. The protein sequence of the target gene is MASPQLCRALVSAQWVAEALRAPRAGQPLQLLDASWYLPKLGRDARREFEERHIPGAAFFDIDQCSDRTSPYDHMLPGAEHFAEYAGRLGVGAATHVVIYDASDQGLYSAPRVWWMFRAFGHHAVSLLDGGLRHWLRQNLPLSSGKSQPAPAEFRAQLDPAFIKTYEDIKENLESRRFQVVDSRATGRFRGTEPEPRDGIEPGHIPGTVNIPFTDFLSQEGLEKSPEEIRHLFQEKKVDLSKPLVATCGSGVTACHVALGAYLCGKPDVPIYDGSWVEWYMRARPEDVISEGRGKTH. Result: 0 (no interaction). (10) The miRNA is dme-miR-124-3p with sequence UAAGGCACGCGGUGAAUGCCAAG. The protein sequence of the target gene is MDGAAGPGDGPAREALQSLSQRLRVQEQEMELVKAALAEALRLLRLQVPPSSLQGSGTPAPPGDSLAAPPGLPPTCTPSLVSRGTQTETEVELKSSPGPPGLSNGPPAPQGASEEPSGTQSEGGGSSSSGAGSPGPPGILRPLQPPQRADTPRRNSSSSSSPSERPRQKLSRKAISSANLLVRSGSTESRGGKDPLSSPGGPGSRRSNYNLEGISVKMFLRGRPITMYIPSGIRSLEELPSGPPPETLSLDWVYGYRGRDSRSNLFVLRSGEVVYFIACVVVLYRPGGGPGGPGGGGQRH.... Result: 0 (no interaction).